From a dataset of Reaction yield outcomes from USPTO patents with 853,638 reactions. Predict the reaction yield, written as a fraction of the theoretical maximum amount of product (1.0 means a 100% yield; for example, 0.34 means a 34% yield). The reactants are [N:1]1[CH:6]=[CH:5][CH:4]=[CH:3][C:2]=1[C:7]([NH:9][C:10]1[C:11]([C:21]([OH:23])=O)=[N:12][N:13]([CH:15]2[CH2:20][CH2:19][CH2:18][CH2:17][O:16]2)[CH:14]=1)=[O:8].[NH2:24][CH2:25][C:26]([CH3:30])([CH3:29])[CH2:27][OH:28].CCN=C=NCCCN(C)C.C1C=CC2N(O)N=NC=2C=1.C(=O)([O-])O.[Na+]. The catalyst is CN(C=O)C. The product is [OH:28][CH2:27][C:26]([CH3:30])([CH3:29])[CH2:25][NH:24][C:21]([C:11]1[C:10]([NH:9][C:7]([C:2]2[CH:3]=[CH:4][CH:5]=[CH:6][N:1]=2)=[O:8])=[CH:14][N:13]([CH:15]2[CH2:20][CH2:19][CH2:18][CH2:17][O:16]2)[N:12]=1)=[O:23]. The yield is 0.860.